Regression/Classification. Given a drug SMILES string, predict its absorption, distribution, metabolism, or excretion properties. Task type varies by dataset: regression for continuous measurements (e.g., permeability, clearance, half-life) or binary classification for categorical outcomes (e.g., BBB penetration, CYP inhibition). Dataset: cyp2c19_veith. From a dataset of CYP2C19 inhibition data for predicting drug metabolism from PubChem BioAssay. The molecule is CCOc1ccc2c(ccc(/C=C\c3cc(C)c4cccnc4c3O)[n+]2C)c1. The result is 0 (non-inhibitor).